From a dataset of Drug-target binding data from BindingDB using Ki measurements. Regression. Given a target protein amino acid sequence and a drug SMILES string, predict the binding affinity score between them. We predict pKi (pKi = -log10(Ki in M); higher means stronger inhibition). Dataset: bindingdb_ki. (1) The drug is N#CCNC(=O)C1(NC(=O)c2ccc(-c3csc(N4CC[C@@H](N)C4)n3)cc2)CCCCC1. The target protein (P43236) has sequence MWGLKVLLLPVVSFALHPEEILDTQWELWKKTYSKQYNSKVDEISRRLIWEKNLKHISIHNLEASLGVHTYELAMNHLGDMTSEEVVQKMTGLKVPPSRSHSNDTLYIPDWEGRTPDSIDYRKKGYVTPVKNQGQCGSCWAFSSVGALEGQLKKKTGKLLNLSPQNLVDCVSENYGCGGGYMTNAFQYVQRNRGIDSEDAYPYVGQDESCMYNPTGKAAKCRGYREIPEGNEKALKRAVARVGPVSVAIDASLTSFQFYSKGVYYDENCSSDNVNHAVLAVGYGIQKGNKHWIIKNSWGESWGNKGYILMARNKNNACGIANLASFPKM. The pKi is 8.8. (2) The small molecule is CCC(C)(C)C(=O)C(=O)N1CCC[C@H]1C(=O)OCCCc1cccnc1. The target protein (P62942) has sequence MGVQVETISPGDGRTFPKRGQTCVVHYTGMLEDGKKFDSSRDRNKPFKFMLGKQEVIRGWEEGVAQMSVGQRAKLTISPDYAYGATGHPGIIPPHATLVFDVELLKLE. The pKi is 10.0.